From a dataset of Full USPTO retrosynthesis dataset with 1.9M reactions from patents (1976-2016). Predict the reactants needed to synthesize the given product. (1) Given the product [F:35][C:36]1[C:41]([F:42])=[CH:40][CH:39]=[CH:38][C:37]=1[CH2:43][CH2:44][C:45]1[N:50]([CH2:51][C:52]([N:16]([CH2:17][C:18]2[CH:23]=[CH:22][C:21]([C:24]3[CH:25]=[CH:26][C:27]([O:30][C:31]([F:33])([F:32])[F:34])=[CH:28][CH:29]=3)=[CH:20][CH:19]=2)[CH:13]2[CH2:14][CH2:15][N:10]([C:2]([CH3:1])([CH3:9])[C:3]([O:5][CH:6]([CH3:8])[CH3:7])=[O:4])[CH2:11][CH2:12]2)=[O:53])[C:49]2[N:55]=[CH:56][CH:57]=[CH:58][C:48]=2[C:47](=[O:59])[N:46]=1, predict the reactants needed to synthesize it. The reactants are: [CH3:1][C:2]([N:10]1[CH2:15][CH2:14][CH:13]([NH:16][CH2:17][C:18]2[CH:23]=[CH:22][C:21]([C:24]3[CH:29]=[CH:28][C:27]([O:30][C:31]([F:34])([F:33])[F:32])=[CH:26][CH:25]=3)=[CH:20][CH:19]=2)[CH2:12][CH2:11]1)([CH3:9])[C:3]([O:5][CH:6]([CH3:8])[CH3:7])=[O:4].[F:35][C:36]1[C:41]([F:42])=[CH:40][CH:39]=[CH:38][C:37]=1[CH2:43][CH2:44][C:45]1[N:50]([CH2:51][C:52](O)=[O:53])[C:49]2[N:55]=[CH:56][CH:57]=[CH:58][C:48]=2[C:47](=[O:59])[N:46]=1.CN(C(ON1N=NC2C=CC=NC1=2)=[N+](C)C)C.F[P-](F)(F)(F)(F)F.CCN(C(C)C)C(C)C. (2) The reactants are: [O:1]1[C:5]2[CH:6]=[CH:7][C:8]([NH:10][CH2:11][C:12]([OH:14])=O)=[CH:9][C:4]=2[O:3][CH2:2]1.ON1C2C=CC=CC=2N=N1.C(N=C=NCCCN(C)C)C.CN1CCOCC1.[NH2:43][C:44]1[CH:49]=[CH:48][CH:47]=[CH:46][C:45]=1[NH:50][C:51]([C:53]1[S:54][C:55]2[CH2:56][NH:57][CH2:58][CH2:59][C:60]=2[N:61]=1)=[O:52]. Given the product [NH2:43][C:44]1[CH:49]=[CH:48][CH:47]=[CH:46][C:45]=1[NH:50][C:51]([C:53]1[S:54][C:55]2[CH2:56][N:57]([C:12](=[O:14])[CH2:11][NH:10][C:8]3[CH:7]=[CH:6][C:5]4[O:1][CH2:2][O:3][C:4]=4[CH:9]=3)[CH2:58][CH2:59][C:60]=2[N:61]=1)=[O:52], predict the reactants needed to synthesize it. (3) The reactants are: [F:1][C:2]1[CH:10]=[CH:9][C:5]([C:6]([OH:8])=[O:7])=[C:4]([OH:11])[CH:3]=1.[Br:12]N1C(=O)CCC1=O. Given the product [Br:12][C:10]1[C:2]([F:1])=[CH:3][C:4]([OH:11])=[C:5]([CH:9]=1)[C:6]([OH:8])=[O:7], predict the reactants needed to synthesize it. (4) Given the product [F:37][C:35]([F:36])([O:1][C:2]1[CH:11]=[C:6]([C:7]([O:9][CH3:10])=[O:8])[CH:5]=[C:4]([CH:3]=1)[C:12]([O:14][CH3:15])=[O:13])[CH:34]([F:38])[O:33][C:32]([F:39])([F:40])[C:27]([F:41])([O:26][C:25]([F:42])([F:43])[C:24]([F:44])([F:45])[C:23]([F:22])([F:46])[F:47])[C:28]([F:31])([F:30])[F:29], predict the reactants needed to synthesize it. The reactants are: [OH:1][C:2]1[CH:3]=[C:4]([C:12]([O:14][CH3:15])=[O:13])[CH:5]=[C:6]([CH:11]=1)[C:7]([O:9][CH3:10])=[O:8].CC(C)([O-])C.[K+].[F:22][C:23]([F:47])([F:46])[C:24]([F:45])([F:44])[C:25]([F:43])([F:42])[O:26][C:27]([F:41])([C:32]([F:40])([F:39])[O:33][C:34]([F:38])=[C:35]([F:37])[F:36])[C:28]([F:31])([F:30])[F:29]. (5) Given the product [F:1][C:2]1[C:3]([I:12])=[C:4]2[NH:10][N:9]=[CH:8][C:5]2=[N:6][CH:7]=1, predict the reactants needed to synthesize it. The reactants are: [F:1][C:2]1[C:3]([I:12])=[C:4]2[NH:10][N:9]=[C:8](N)[C:5]2=[N:6][CH:7]=1.CC(O)=O.N([O-])=O.[Na+]. (6) Given the product [F:15][C:10]1[C:9]([C:3]2[CH:4]=[C:5]([CH:7]=[O:8])[S:6][C:2]=2[S:16][C:17]2[NH:18][CH:19]=[CH:20][N:21]=2)=[CH:14][CH:13]=[CH:12][N:11]=1, predict the reactants needed to synthesize it. The reactants are: Br[C:2]1[S:6][C:5]([CH:7]=[O:8])=[CH:4][C:3]=1[C:9]1[C:10]([F:15])=[N:11][CH:12]=[CH:13][CH:14]=1.[SH:16][C:17]1[NH:18][CH:19]=[CH:20][N:21]=1.C(=O)([O-])[O-].[K+].[K+].